This data is from Forward reaction prediction with 1.9M reactions from USPTO patents (1976-2016). The task is: Predict the product of the given reaction. (1) Given the reactants [CH2:1]([NH:3][C:4]([C:6]1[N:11]2[N:12]=[C:13]([NH:15][C:16]([NH:18][CH2:19][CH3:20])=[O:17])[N:14]=[C:10]2[CH:9]=[C:8](Br)[CH:7]=1)=[O:5])[CH3:2].[N:22]1[CH:27]=[CH:26][CH:25]=[C:24](B(O)O)[CH:23]=1.C(=O)([O-])[O-].[Na+].[Na+].COCCOC.O.C(O)C, predict the reaction product. The product is: [CH2:1]([NH:3][C:4]([C:6]1[N:11]2[N:12]=[C:13]([NH:15][C:16]([NH:18][CH2:19][CH3:20])=[O:17])[N:14]=[C:10]2[CH:9]=[C:8]([C:24]2[CH:23]=[N:22][CH:27]=[CH:26][CH:25]=2)[CH:7]=1)=[O:5])[CH3:2]. (2) Given the reactants C(OC(=O)[NH:7][C@H:8]1[CH2:11][C@H:10]([N:12]2[C:16]3=[N:17][CH:18]=[CH:19][CH:20]=[C:15]3[N:14]=[C:13]2[O:21]C)[CH2:9]1)(C)(C)C.[ClH:24], predict the reaction product. The product is: [ClH:24].[ClH:24].[NH2:7][C@H:8]1[CH2:11][C@H:10]([N:12]2[C:16]3=[N:17][CH:18]=[CH:19][CH:20]=[C:15]3[NH:14][C:13]2=[O:21])[CH2:9]1. (3) The product is: [CH2:18]([O:17][C:15]1[N:14]=[CH:13][N:12]=[C:11]([N:8]2[CH2:9][CH2:10][N:5]([C:3](=[O:4])[CH2:2][O:32][C:27]3[CH:28]=[CH:29][CH:30]=[C:31]4[C:26]=3[CH:25]=[CH:24][CH:23]=[N:22]4)[CH2:6][CH2:7]2)[CH:16]=1)[CH:19]([CH3:21])[CH3:20]. Given the reactants Cl[CH2:2][C:3]([N:5]1[CH2:10][CH2:9][N:8]([C:11]2[CH:16]=[C:15]([O:17][CH2:18][CH:19]([CH3:21])[CH3:20])[N:14]=[CH:13][N:12]=2)[CH2:7][CH2:6]1)=[O:4].[N:22]1[C:31]2[CH:30]=[CH:29][CH:28]=[C:27]([OH:32])[C:26]=2[CH:25]=[CH:24][CH:23]=1.C(=O)([O-])[O-].[K+].[K+], predict the reaction product. (4) Given the reactants [CH3:1][N:2]1[C:10]2[C:5](=[CH:6][C:7]([N+:11]([O-])=O)=[CH:8][CH:9]=2)[C:4]([CH3:14])=[C:3]1[C:15]([O:17][CH3:18])=[O:16], predict the reaction product. The product is: [NH2:11][C:7]1[CH:6]=[C:5]2[C:10](=[CH:9][CH:8]=1)[N:2]([CH3:1])[C:3]([C:15]([O:17][CH3:18])=[O:16])=[C:4]2[CH3:14]. (5) Given the reactants [Cl:1][C:2]1[C:7]([C:8]2[CH:13]=[CH:12][C:11]([F:14])=[CH:10][CH:9]=2)=[C:6](Cl)[N:5]2[N:16]=[C:17]([CH:19]3[CH2:21][CH2:20]3)[N:18]=[C:4]2[N:3]=1.O.C1COCC1.[NH4+].[Cl-], predict the reaction product. The product is: [Cl:1][C:2]1[C:7]([C:8]2[CH:13]=[CH:12][C:11]([F:14])=[CH:10][CH:9]=2)=[CH:6][N:5]2[N:16]=[C:17]([CH:19]3[CH2:21][CH2:20]3)[N:18]=[C:4]2[N:3]=1. (6) Given the reactants [Si]([O:8][CH2:9][C:10]([C:12]1[N:29]([CH2:30][C@H:31]2[CH2:36][CH2:35][C@H:34]([CH3:37])[CH2:33][CH2:32]2)[C:15]2[C:16]([C:22]3[CH:23]=[N:24][CH:25]=[C:26]([Cl:28])[CH:27]=3)=[N:17][C:18]([C:20]#[N:21])=[CH:19][C:14]=2[N:13]=1)=[CH2:11])(C(C)(C)C)(C)C.[F-].[CH2:39]([N+](CCCC)(CCCC)CCCC)CCC.[H-].[Na+].CI, predict the reaction product. The product is: [Cl:28][C:26]1[CH:27]=[C:22]([C:16]2[C:15]3[N:29]([CH2:30][C@H:31]4[CH2:36][CH2:35][C@H:34]([CH3:37])[CH2:33][CH2:32]4)[C:12]([C:10]([CH2:9][O:8][CH3:39])=[CH2:11])=[N:13][C:14]=3[CH:19]=[C:18]([C:20]#[N:21])[N:17]=2)[CH:23]=[N:24][CH:25]=1. (7) Given the reactants [CH2:1]([N:5]([CH2:39][CH2:40][CH2:41][CH3:42])[C:6]1[CH:11]=[CH:10][C:9]([CH:12]=[CH:13][C:14]2[S:18][C:17]([CH:19]=O)=[CH:16][CH:15]=2)=[C:8]([O:21][Si:22]([C:35]([CH3:38])([CH3:37])[CH3:36])([C:29]2[CH:34]=[CH:33][CH:32]=[CH:31][CH:30]=2)[C:23]2[CH:28]=[CH:27][CH:26]=[CH:25][CH:24]=2)[CH:7]=1)[CH2:2][CH2:3][CH3:4].[C:43]([C:45]1[C:46](=[C:61]([C:64]#[N:65])[C:62]#[N:63])[O:47][C:48]([C:55]2[CH:60]=[CH:59][CH:58]=[CH:57][CH:56]=2)([C:51]([F:54])([F:53])[F:52])[C:49]=1[CH3:50])#[N:44], predict the reaction product. The product is: [CH2:39]([N:5]([CH2:1][CH2:2][CH2:3][CH3:4])[C:6]1[CH:11]=[CH:10][C:9]([CH:12]=[CH:13][C:14]2[S:18][C:17]([CH:19]=[CH:50][C:49]3[C:48]([C:55]4[CH:60]=[CH:59][CH:58]=[CH:57][CH:56]=4)([C:51]([F:54])([F:52])[F:53])[O:47][C:46](=[C:61]([C:64]#[N:65])[C:62]#[N:63])[C:45]=3[C:43]#[N:44])=[CH:16][CH:15]=2)=[C:8]([O:21][Si:22]([C:35]([CH3:38])([CH3:37])[CH3:36])([C:23]2[CH:28]=[CH:27][CH:26]=[CH:25][CH:24]=2)[C:29]2[CH:34]=[CH:33][CH:32]=[CH:31][CH:30]=2)[CH:7]=1)[CH2:40][CH2:41][CH3:42]. (8) Given the reactants Br[C:2]1[CH:3]=[C:4]2[C:8](=[CH:9][CH:10]=1)[C:7](=[O:11])[NH:6][CH2:5]2.[CH3:12][C:13]1([CH3:29])[C:17]([CH3:19])([CH3:18])[O:16][B:15]([B:15]2[O:16][C:17]([CH3:19])([CH3:18])[C:13]([CH3:29])([CH3:12])[O:14]2)[O:14]1.C([O-])(=O)C.[K+], predict the reaction product. The product is: [CH3:12][C:13]1([CH3:29])[C:17]([CH3:19])([CH3:18])[O:16][B:15]([C:2]2[CH:3]=[C:4]3[C:8](=[CH:9][CH:10]=2)[C:7](=[O:11])[NH:6][CH2:5]3)[O:14]1.